Dataset: Catalyst prediction with 721,799 reactions and 888 catalyst types from USPTO. Task: Predict which catalyst facilitates the given reaction. (1) Reactant: C([O:3][C:4](=O)[CH:5]([N:7]1[C:12]2[CH:13]=[C:14]([Br:18])[C:15]([CH3:17])=[CH:16][C:11]=2[O:10][CH2:9][C:8]1=S)[CH3:6])C.O.[NH2:22][NH2:23]. Product: [Br:18][C:14]1[CH:13]=[C:12]2[C:11](=[CH:16][C:15]=1[CH3:17])[O:10][CH2:9][C:8]1[N:7]2[CH:5]([CH3:6])[C:4](=[O:3])[NH:22][N:23]=1. The catalyst class is: 14. (2) Reactant: [CH3:1][O:2][C:3]1[CH:8]=[CH:7][C:6]([NH:9][CH2:10][C:11]2([C:15]([OH:17])=O)[CH2:14][CH2:13][CH2:12]2)=[C:5]([CH3:18])[C:4]=1[CH3:19].P(=O)(O)(O)O. Product: [CH3:1][O:2][C:3]1[CH:8]=[C:7]2[C:6](=[C:5]([CH3:18])[C:4]=1[CH3:19])[NH:9][CH2:10][C:11]1([CH2:12][CH2:13][CH2:14]1)[C:15]2=[O:17]. The catalyst class is: 11.